From a dataset of Full USPTO retrosynthesis dataset with 1.9M reactions from patents (1976-2016). Predict the reactants needed to synthesize the given product. (1) The reactants are: [NH2:1][C:2]1[C:7]([C:8](=[O:10])[CH3:9])=[CH:6][C:5]2[O:11][CH2:12][O:13][C:4]=2[CH:3]=1.[F:14][C:15]([F:32])([F:31])[C:16]1[CH:17]=[C:18]([N:22]2[CH2:27][CH2:26][CH:25]([C:28](O)=[O:29])[CH2:24][CH2:23]2)[CH:19]=[CH:20][CH:21]=1. Given the product [C:8]([C:7]1[C:2]([NH:1][C:28]([CH:25]2[CH2:24][CH2:23][N:22]([C:18]3[CH:19]=[CH:20][CH:21]=[C:16]([C:15]([F:32])([F:14])[F:31])[CH:17]=3)[CH2:27][CH2:26]2)=[O:29])=[CH:3][C:4]2[O:13][CH2:12][O:11][C:5]=2[CH:6]=1)(=[O:10])[CH3:9], predict the reactants needed to synthesize it. (2) Given the product [CH2:9]([O:16][N:17]=[CH:1][CH2:2][CH2:3][CH2:4][CH2:5][CH2:6][CH3:7])[C:10]1[CH:15]=[CH:14][CH:13]=[CH:12][CH:11]=1, predict the reactants needed to synthesize it. The reactants are: [CH:1](=O)[CH2:2][CH2:3][CH2:4][CH2:5][CH2:6][CH3:7].[CH2:9]([O:16][NH2:17])[C:10]1[CH:15]=[CH:14][CH:13]=[CH:12][CH:11]=1. (3) The reactants are: [CH2:1]([C:3]1[CH:8]=[C:7]([C:9]2[CH:10]=[N:11][C:12]([O:15]C)=[N:13][CH:14]=2)[CH:6]=[CH:5][C:4]=1[N:17]([CH3:28])[C:18]1[N:23]=[CH:22][C:21]2[N:24]=[CH:25][N:26]([CH3:27])[C:20]=2[CH:19]=1)[CH3:2].C(Cl)Cl.O.[OH-].[Na+]. Given the product [CH2:1]([C:3]1[CH:8]=[C:7]([C:9]2[CH:10]=[N:11][C:12]([OH:15])=[N:13][CH:14]=2)[CH:6]=[CH:5][C:4]=1[N:17]([CH3:28])[C:18]1[N:23]=[CH:22][C:21]2[N:24]=[CH:25][N:26]([CH3:27])[C:20]=2[CH:19]=1)[CH3:2], predict the reactants needed to synthesize it. (4) The reactants are: [F:1][C:2]([F:15])([C:9]1[CH:14]=[CH:13][CH:12]=[CH:11][CH:10]=1)[CH2:3][O:4][CH2:5][CH2:6][CH:7]=[O:8].[C:16]1(CCCCOCCC(O)CCC=C)[CH:21]=CC=[CH:18][CH:17]=1. Given the product [F:1][C:2]([F:15])([C:9]1[CH:14]=[CH:13][CH:12]=[CH:11][CH:10]=1)[CH2:3][O:4][CH2:5][CH2:6][CH:7]([OH:8])[CH2:18][CH2:17][CH:16]=[CH2:21], predict the reactants needed to synthesize it. (5) Given the product [OH:30][CH2:29][C:28]1[C:27]([N:31]2[CH2:43][CH2:42][N:34]3[C:35]4[CH2:36][CH2:37][CH2:38][CH2:39][C:40]=4[CH:41]=[C:33]3[C:32]2=[O:44])=[N:26][CH:25]=[CH:24][C:23]=1[C:4]1[CH:5]=[C:6]([NH:9][C:10]2[CH:15]=[CH:14][CH:13]=[C:12]([N:16]3[CH2:21][CH2:20][N:19]([CH3:22])[CH2:18][CH2:17]3)[N:11]=2)[C:7](=[O:8])[N:2]([CH3:1])[CH:3]=1, predict the reactants needed to synthesize it. The reactants are: [CH3:1][N:2]1[C:7](=[O:8])[C:6]([NH:9][C:10]2[CH:15]=[CH:14][CH:13]=[C:12]([N:16]3[CH2:21][CH2:20][N:19]([CH3:22])[CH2:18][CH2:17]3)[N:11]=2)=[CH:5][C:4]([C:23]2[C:28]([CH:29]=[O:30])=[C:27]([N:31]3[CH2:43][CH2:42][N:34]4[C:35]5[CH2:36][CH2:37][CH2:38][CH2:39][C:40]=5[CH:41]=[C:33]4[C:32]3=[O:44])[N:26]=[CH:25][CH:24]=2)=[CH:3]1.[BH4-].[Na+]. (6) Given the product [CH3:46][S:47]([NH:2][CH:3]1[CH2:7][CH2:6][CH:5]([NH:8][C:9]([C:11]2[C:19]3[C:14](=[N:15][CH:16]=[C:17]([C:20]4[C:28]5[C:23](=[CH:24][C:25]([Cl:29])=[CH:26][CH:27]=5)[N:22]([CH3:30])[N:21]=4)[N:18]=3)[N:13]([CH2:31][O:32][CH2:33][CH2:34][Si:35]([CH3:38])([CH3:37])[CH3:36])[CH:12]=2)=[O:10])[CH2:4]1)(=[O:49])=[O:48], predict the reactants needed to synthesize it. The reactants are: Cl.[NH2:2][CH:3]1[CH2:7][CH2:6][CH:5]([NH:8][C:9]([C:11]2[C:19]3[C:14](=[N:15][CH:16]=[C:17]([C:20]4[C:28]5[C:23](=[CH:24][C:25]([Cl:29])=[CH:26][CH:27]=5)[N:22]([CH3:30])[N:21]=4)[N:18]=3)[N:13]([CH2:31][O:32][CH2:33][CH2:34][Si:35]([CH3:38])([CH3:37])[CH3:36])[CH:12]=2)=[O:10])[CH2:4]1.C(N(CC)CC)C.[CH3:46][S:47](Cl)(=[O:49])=[O:48]. (7) Given the product [OH:17][C:10]1[C:11]2[C:12](=[O:16])[C:13]3[C:4](=[CH:3][C:2]([O:31][CH2:30][C:27]4[CH:28]=[CH:29][N:24]=[CH:25][CH:26]=4)=[CH:15][CH:14]=3)[O:5][C:6]=2[CH:7]=[C:8]([N:18]2[CH2:23][CH2:22][O:21][CH2:20][CH2:19]2)[CH:9]=1, predict the reactants needed to synthesize it. The reactants are: F[C:2]1[CH:3]=[C:4]2[C:13](=[CH:14][CH:15]=1)[C:12](=[O:16])[C:11]1[C:10]([OH:17])=[CH:9][C:8]([N:18]3[CH2:23][CH2:22][O:21][CH2:20][CH2:19]3)=[CH:7][C:6]=1[O:5]2.[N:24]1[CH:29]=[CH:28][C:27]([CH2:30][OH:31])=[CH:26][CH:25]=1.C[Si]([N-][Si](C)(C)C)(C)C.[K+]. (8) Given the product [CH:36]([N:49]1[CH2:52][CH:51]([N:8]2[C:9]3[C:5](=[CH:4][CH:3]=[C:2]([F:1])[CH:10]=3)[C:6]([C:11]3[N:12]=[C:13]4[C:19]([CH:20]=[O:21])=[CH:18][N:17]([CH2:22][O:23][CH2:24][CH2:25][Si:26]([CH3:29])([CH3:28])[CH3:27])[C:14]4=[N:15][CH:16]=3)=[N:7]2)[CH2:50]1)([C:43]1[CH:44]=[CH:45][CH:46]=[CH:47][CH:48]=1)[C:37]1[CH:38]=[CH:39][CH:40]=[CH:41][CH:42]=1, predict the reactants needed to synthesize it. The reactants are: [F:1][C:2]1[CH:10]=[C:9]2[C:5]([C:6]([C:11]3[N:12]=[C:13]4[C:19]([CH:20]=[O:21])=[CH:18][N:17]([CH2:22][O:23][CH2:24][CH2:25][Si:26]([CH3:29])([CH3:28])[CH3:27])[C:14]4=[N:15][CH:16]=3)=[N:7][NH:8]2)=[CH:4][CH:3]=1.C(=O)([O-])[O-].[Cs+].[Cs+].[CH:36]([N:49]1[CH2:52][CH:51](OS(C)(=O)=O)[CH2:50]1)([C:43]1[CH:48]=[CH:47][CH:46]=[CH:45][CH:44]=1)[C:37]1[CH:42]=[CH:41][CH:40]=[CH:39][CH:38]=1.